From a dataset of Reaction yield outcomes from USPTO patents with 853,638 reactions. Predict the reaction yield, written as a fraction of the theoretical maximum amount of product (1.0 means a 100% yield; for example, 0.34 means a 34% yield). The reactants are C[O:2][C:3](=[O:30])[C:4]([NH:7][C:8]1[CH:13]=[CH:12][CH:11]=[C:10]([CH:14]2[C:23]([CH3:25])([CH3:24])[CH2:22][C:21]3[C:16](=[CH:17][CH:18]=[C:19]([S:26]([CH3:29])(=[O:28])=[O:27])[CH:20]=3)[NH:15]2)[CH:9]=1)([CH3:6])[CH3:5].Cl. The catalyst is O1CCCC1.[OH-].[Li+].O. The product is [CH3:29][S:26]([C:19]1[CH:20]=[C:21]2[C:16](=[CH:17][CH:18]=1)[NH:15][CH:14]([C:10]1[CH:9]=[C:8]([NH:7][C:4]([CH3:6])([CH3:5])[C:3]([OH:30])=[O:2])[CH:13]=[CH:12][CH:11]=1)[C:23]([CH3:25])([CH3:24])[CH2:22]2)(=[O:28])=[O:27]. The yield is 0.0700.